This data is from Forward reaction prediction with 1.9M reactions from USPTO patents (1976-2016). The task is: Predict the product of the given reaction. The product is: [CH3:38][N:39]([CH3:45])[CH:40]1[CH2:44][CH2:43][N:42]([C:26]([C:25]2[CH:29]=[CH:30][C:22]([C:19]3[CH:20]=[N:21][C:16]([O:15][CH2:14][CH:11]4[CH2:12][CH2:13][N:8]([C:6]([O:5][C:1]([CH3:3])([CH3:2])[CH3:4])=[O:7])[CH2:9][CH2:10]4)=[N:17][CH:18]=3)=[CH:23][CH:24]=2)=[O:28])[CH2:41]1. Given the reactants [C:1]([O:5][C:6]([N:8]1[CH2:13][CH2:12][CH:11]([CH2:14][O:15][C:16]2[N:21]=[CH:20][C:19]([C:22]3[CH:30]=[CH:29][C:25]([C:26]([OH:28])=O)=[CH:24][CH:23]=3)=[CH:18][N:17]=2)[CH2:10][CH2:9]1)=[O:7])([CH3:4])([CH3:3])[CH3:2].CCN(CC)CC.[CH3:38][N:39]([CH3:45])[CH:40]1[CH2:44][CH2:43][NH:42][CH2:41]1.CN(C(ON1N=NC2C=CC=CC1=2)=[N+](C)C)C.[B-](F)(F)(F)F, predict the reaction product.